This data is from Peptide-MHC class I binding affinity with 185,985 pairs from IEDB/IMGT. The task is: Regression. Given a peptide amino acid sequence and an MHC pseudo amino acid sequence, predict their binding affinity value. This is MHC class I binding data. The peptide sequence is SVSRDFTLV. The MHC is HLA-A02:02 with pseudo-sequence HLA-A02:02. The binding affinity (normalized) is 0.568.